From a dataset of Forward reaction prediction with 1.9M reactions from USPTO patents (1976-2016). Predict the product of the given reaction. (1) Given the reactants [H-].[Na+].[CH2:3]([O:10][C:11]1[CH:16]=[CH:15][CH:14]=[CH:13][C:12]=1[C:17]1[NH:18][C:19]2[C:24]([C:25]=1[CH:26]1[CH2:31][CH2:30][CH2:29][CH2:28][CH2:27]1)=[CH:23][CH:22]=[C:21]([C:32]([O:34][CH3:35])=[O:33])[CH:20]=2)[C:4]1[CH:9]=[CH:8][CH:7]=[CH:6][CH:5]=1.I[CH3:37], predict the reaction product. The product is: [CH2:3]([O:10][C:11]1[CH:16]=[CH:15][CH:14]=[CH:13][C:12]=1[C:17]1[N:18]([CH3:37])[C:19]2[C:24]([C:25]=1[CH:26]1[CH2:31][CH2:30][CH2:29][CH2:28][CH2:27]1)=[CH:23][CH:22]=[C:21]([C:32]([O:34][CH3:35])=[O:33])[CH:20]=2)[C:4]1[CH:9]=[CH:8][CH:7]=[CH:6][CH:5]=1. (2) Given the reactants Br[C:2]1[CH:11]=[CH:10][C:9]2[N:8]=[CH:7][C:6]3[N:12]([CH3:25])[C:13](=[O:24])[N:14]([C:15]4[C:16]([CH3:23])=[N:17][N:18]([CH:20]([CH3:22])[CH3:21])[CH:19]=4)[C:5]=3[C:4]=2[CH:3]=1.[CH3:26][N:27]([CH3:43])[C:28]1[N:33]=[CH:32][C:31](B2OC(C)(C)C(C)(C)O2)=[CH:30][N:29]=1, predict the reaction product. The product is: [CH3:26][N:27]([CH3:43])[C:28]1[N:33]=[CH:32][C:31]([C:2]2[CH:11]=[CH:10][C:9]3[N:8]=[CH:7][C:6]4[N:12]([CH3:25])[C:13](=[O:24])[N:14]([C:15]5[C:16]([CH3:23])=[N:17][N:18]([CH:20]([CH3:21])[CH3:22])[CH:19]=5)[C:5]=4[C:4]=3[CH:3]=2)=[CH:30][N:29]=1.